From a dataset of Catalyst prediction with 721,799 reactions and 888 catalyst types from USPTO. Predict which catalyst facilitates the given reaction. (1) Reactant: [F:1][C:2]1[CH:16]=[CH:15][C:5]([CH2:6][NH:7][CH:8]2[CH2:13][CH2:12][N:11]([CH3:14])[CH2:10][CH2:9]2)=[CH:4][CH:3]=1.[CH2:17]([O:21][C:22]1[CH:27]=[CH:26][C:25]([CH2:28][N:29]=[C:30]=[O:31])=[CH:24][CH:23]=1)[CH:18]([CH3:20])[CH3:19]. Product: [F:1][C:2]1[CH:3]=[CH:4][C:5]([CH2:6][N:7]([CH:8]2[CH2:9][CH2:10][N:11]([CH3:14])[CH2:12][CH2:13]2)[C:30]([NH:29][CH2:28][C:25]2[CH:26]=[CH:27][C:22]([O:21][CH2:17][CH:18]([CH3:20])[CH3:19])=[CH:23][CH:24]=2)=[O:31])=[CH:15][CH:16]=1. The catalyst class is: 7. (2) The catalyst class is: 8. Reactant: [F:1][C:2]([F:50])([F:49])[C:3]1[CH:4]=[C:5]([C@H:13]2[O:17][C:16](=[O:18])[N:15]([CH2:19][C:20]3[CH:25]=[C:24]([C:26]([F:29])([F:28])[F:27])[CH:23]=[CH:22][C:21]=3[C:30]3[CH:31]=[C:32]([C:38]4[C:39]([C:44]([O:46]C)=[O:45])=[CH:40][CH:41]=[CH:42][CH:43]=4)[CH:33]=[CH:34][C:35]=3[O:36][CH3:37])[C@H:14]2[CH3:48])[CH:6]=[C:7]([C:9]([F:12])([F:11])[F:10])[CH:8]=1.[OH-].[K+].O.Cl. Product: [F:50][C:2]([F:1])([F:49])[C:3]1[CH:4]=[C:5]([C@H:13]2[O:17][C:16](=[O:18])[N:15]([CH2:19][C:20]3[CH:25]=[C:24]([C:26]([F:29])([F:28])[F:27])[CH:23]=[CH:22][C:21]=3[C:30]3[CH:31]=[C:32]([C:38]4[C:39]([C:44]([OH:46])=[O:45])=[CH:40][CH:41]=[CH:42][CH:43]=4)[CH:33]=[CH:34][C:35]=3[O:36][CH3:37])[C@H:14]2[CH3:48])[CH:6]=[C:7]([C:9]([F:10])([F:12])[F:11])[CH:8]=1. (3) Reactant: C([O:4][C:5]1[CH:6]=[C:7]([O:11][C:12]2[CH:17]=[CH:16][C:15]([C:18]3[N:22]([CH:23]4[CH2:28][CH2:27][CH2:26][CH2:25][CH2:24]4)[C:21]4[CH:29]=[CH:30][C:31]([C:33]([O:35][CH2:36][CH3:37])=[O:34])=[CH:32][C:20]=4[N:19]=3)=[CH:14][CH:13]=2)[CH:8]=[CH:9][CH:10]=1)(=O)C.C(=O)([O-])[O-].[K+].[K+]. Product: [CH:23]1([N:22]2[C:21]3[CH:29]=[CH:30][C:31]([C:33]([O:35][CH2:36][CH3:37])=[O:34])=[CH:32][C:20]=3[N:19]=[C:18]2[C:15]2[CH:14]=[CH:13][C:12]([O:11][C:7]3[CH:8]=[CH:9][CH:10]=[C:5]([OH:4])[CH:6]=3)=[CH:17][CH:16]=2)[CH2:24][CH2:25][CH2:26][CH2:27][CH2:28]1. The catalyst class is: 111. (4) Reactant: [C:1](N1C=CN=C1)(N1C=CN=C1)=O.[O:13]=[C:14]1[CH:16]([C:17]([OH:19])=[O:18])[CH2:15]1.[CH2:20](O)[C:21]1[CH:26]=[CH:25][CH:24]=[CH:23][CH:22]=1. Product: [O:13]=[C:14]1[CH2:15][CH:16]([C:17]([O:19][CH2:20][C:21]2[CH:26]=[CH:25][CH:24]=[CH:23][CH:22]=2)=[O:18])[CH2:1]1. The catalyst class is: 2. (5) Reactant: [OH:1][C:2]1[CH:3]=[C:4]([CH:7]=[CH:8][C:9]=1[OH:10])[CH:5]=[O:6].C(=O)([O-])[O-].[K+].[K+].[CH2:17](Br)[C:18]1[CH:23]=[CH:22][CH:21]=[CH:20][CH:19]=1.Cl. Product: [CH2:17]([O:10][C:9]1[CH:8]=[CH:7][C:4]([CH:5]=[O:6])=[CH:3][C:2]=1[OH:1])[C:18]1[CH:23]=[CH:22][CH:21]=[CH:20][CH:19]=1. The catalyst class is: 9. (6) Reactant: [NH2:1][C:2]1[C:3]2[N:11]=[C:10]([C:12]3[CH:13]=[C:14]([CH:18]=[CH:19][CH:20]=3)[C:15]([OH:17])=O)[CH:9]=[CH:8][C:4]=2[N:5]=[CH:6][N:7]=1.[NH2:21][CH:22]([CH3:25])[CH2:23][OH:24].CN(C(ON1N=NC2C=CC=NC1=2)=[N+](C)C)C.F[P-](F)(F)(F)(F)F.CCN(C(C)C)C(C)C. Product: [NH2:1][C:2]1[C:3]2[N:11]=[C:10]([C:12]3[CH:13]=[C:14]([CH:18]=[CH:19][CH:20]=3)[C:15]([NH:21][CH:22]([CH3:25])[CH2:23][OH:24])=[O:17])[CH:9]=[CH:8][C:4]=2[N:5]=[CH:6][N:7]=1. The catalyst class is: 3. (7) Reactant: [CH3:1][O:2][C:3](=[O:17])[C:4](=[CH2:16])[NH:5][C:6]([O:8][CH2:9][C:10]1[CH:15]=[CH:14][CH:13]=[CH:12][CH:11]=1)=[O:7].[C:18]([O:22][C:23]([N:25]1[CH2:30][CH2:29][NH:28][CH2:27][CH2:26]1)=[O:24])([CH3:21])([CH3:20])[CH3:19]. Product: [C:6]([NH:5][CH:4]([CH2:16][N:28]1[CH2:27][CH2:26][N:25]([C:23]([O:22][C:18]([CH3:21])([CH3:20])[CH3:19])=[O:24])[CH2:30][CH2:29]1)[C:3]([O:2][CH3:1])=[O:17])([O:8][CH2:9][C:10]1[CH:15]=[CH:14][CH:13]=[CH:12][CH:11]=1)=[O:7]. The catalyst class is: 382. (8) Reactant: [Cl:1][C:2]1[CH:3]=[C:4]([CH3:29])[C:5]2[N:10]=[C:9]([C:11]3[N:15]([C:16]4[C:21]([Cl:22])=[CH:20][CH:19]=[CH:18][N:17]=4)[N:14]=[C:13]([C:23]([F:26])([F:25])[F:24])[CH:12]=3)[O:8][C:7](=[O:27])[C:6]=2[CH:28]=1.O.[NH2:31][NH2:32].O1CCCC1.O. Product: [Cl:1][C:2]1[CH:3]=[C:4]([CH3:29])[C:5]([NH:10][C:9]([C:11]2[N:15]([C:16]3[C:21]([Cl:22])=[CH:20][CH:19]=[CH:18][N:17]=3)[N:14]=[C:13]([C:23]([F:26])([F:25])[F:24])[CH:12]=2)=[O:8])=[C:6]([C:7]([NH:31][NH2:32])=[O:27])[CH:28]=1. The catalyst class is: 13. (9) Reactant: [Cl:1][C:2]1[C:18]([Cl:19])=[CH:17][C:5]2[N:6]=[C:7]([C:9]3[CH:14]=[CH:13][C:12]([CH:15]=[O:16])=[CH:11][CH:10]=3)[NH:8][C:4]=2[CH:3]=1.[C-:20]#[N:21].[K+].S([O-])(O)=O.[Na+].O. Product: [C:20]([CH:15]([OH:16])[C:12]1[CH:11]=[CH:10][C:9]([C:7]2[NH:8][C:4]3[CH:3]=[C:2]([Cl:1])[C:18]([Cl:19])=[CH:17][C:5]=3[N:6]=2)=[CH:14][CH:13]=1)#[N:21]. The catalyst class is: 7. (10) Reactant: I([O-])(=O)(=O)=O.[Na+].Cl.Cl.[NH2:9][C:10]1[C:11]2[NH:18][CH:17]=[C:16]([C@H:19]3[C@H:23]([OH:24])[C@H:22]([OH:25])[C@@H:21]([CH2:26][S:27][CH3:28])[NH:20]3)[C:12]=2[N:13]=[CH:14][N:15]=1.[BH4-].[Na+]. Product: [NH2:9][C:10]1[C:11]2[NH:18][CH:17]=[C:16]([C@H:19]([NH:20][C@H:21]([CH2:26][S:27][CH3:28])[CH2:22][OH:25])[CH2:23][OH:24])[C:12]=2[N:13]=[CH:14][N:15]=1. The catalyst class is: 6.